Task: Predict which catalyst facilitates the given reaction.. Dataset: Catalyst prediction with 721,799 reactions and 888 catalyst types from USPTO (1) Reactant: [CH3:1][C:2]1[CH:3]=[C:4]([C:9]([C:11]2[C:20](=[O:21])[C:19]3[C:14](=[CH:15][CH:16]=[CH:17][CH:18]=3)[NH:13][CH:12]=2)=[O:10])[CH:5]=[N:6][C:7]=1[CH3:8].[H-].[Na+].Br[CH2:25][C:26]1[CH:31]=[CH:30][CH:29]=[C:28]([CH3:32])[N:27]=1. Product: [CH3:1][C:2]1[CH:3]=[C:4]([C:9]([C:11]2[C:20](=[O:21])[C:19]3[C:14](=[CH:15][CH:16]=[CH:17][CH:18]=3)[N:13]([CH2:25][C:26]3[CH:31]=[CH:30][CH:29]=[C:28]([CH3:32])[N:27]=3)[CH:12]=2)=[O:10])[CH:5]=[N:6][C:7]=1[CH3:8]. The catalyst class is: 9. (2) Reactant: [CH2:1]([O:3][C:4]1[CH:37]=[C:36]([F:38])[C:7]([CH2:8][N:9]2[C:17]3[C:12](=[CH:13][CH:14]=[CH:15][CH:16]=3)[C:11]([C:18]3[N:23]=[C:22]([NH:24][C:25]4[CH:30]=[CH:29][N:28]=[CH:27][CH:26]=4)[C:21]([O:31][CH2:32][CH2:33][S:34][CH3:35])=[CH:20][N:19]=3)=[N:10]2)=[C:6]([F:39])[CH:5]=1)[CH3:2].ClC1C=CC=CC=1C(OO)=[O:48].ClCCl.S([O-])([O-])(=O)=S.[Na+].[Na+]. Product: [CH2:1]([O:3][C:4]1[CH:5]=[C:6]([F:39])[C:7]([CH2:8][N:9]2[C:17]3[C:12](=[CH:13][CH:14]=[CH:15][CH:16]=3)[C:11]([C:18]3[N:23]=[C:22]([NH:24][C:25]4[CH:26]=[CH:27][N:28]=[CH:29][CH:30]=4)[C:21]([O:31][CH2:32][CH2:33][S:34]([CH3:35])=[O:48])=[CH:20][N:19]=3)=[N:10]2)=[C:36]([F:38])[CH:37]=1)[CH3:2]. The catalyst class is: 22. (3) Reactant: C1(P(C2C=CC=CC=2)C2C=CC=CC=2)C=CC=CC=1.II.[C:22]([C:24]1[CH:29]=[CH:28][C:27]([NH:30][C@H:31]([C:45]([OH:48])([CH3:47])[CH3:46])[C:32]([NH:34][NH:35][C:36](=[O:44])[C:37]2[CH:42]=[CH:41][C:40]([F:43])=[CH:39][CH:38]=2)=O)=[C:26]([CH3:49])[C:25]=1[C:50]([F:53])([F:52])[F:51])#[N:23]. Product: [F:43][C:40]1[CH:39]=[CH:38][C:37]([C:36]2[O:44][C:32]([C@H:31]([NH:30][C:27]3[CH:28]=[CH:29][C:24]([C:22]#[N:23])=[C:25]([C:50]([F:52])([F:51])[F:53])[C:26]=3[CH3:49])[C:45]([OH:48])([CH3:47])[CH3:46])=[N:34][N:35]=2)=[CH:42][CH:41]=1. The catalyst class is: 168. (4) The catalyst class is: 7. Reactant: [H-].[Al+3].[Li+].[H-].[H-].[H-].[CH3:7][O:8][C:9]1[CH:10]=[CH:11][C:12]2[O:17][CH2:16][C:15](=O)[NH:14][C:13]=2[CH:19]=1.O.[OH-].[Na+]. Product: [CH3:7][O:8][C:9]1[CH:10]=[CH:11][C:12]2[O:17][CH2:16][CH2:15][NH:14][C:13]=2[CH:19]=1. (5) Reactant: [CH2:1]=[CH:2][CH2:3][NH2:4].[CH2:5]1[O:7][CH:6]1[CH2:8][Cl:9].Cl.[C:11](=[O:14])([O-:13])[O-:12].[Na+].[Na+]. Product: [CH2:1]=[CH:2][CH2:3][NH3+:4].[CH2:5]1[O:7][CH:6]1[CH2:8][Cl:9].[C:11]([O-:14])([OH:13])=[O:12]. The catalyst class is: 6. (6) Reactant: [CH2:1]([O:3][C:4]([C@H:6]1[C@@H:11]([NH2:12])[C@H:10]2[CH2:13][C@@H:7]1[CH2:8][CH2:9]2)=[O:5])[CH3:2].[C:14]([O-:24])(=[O:23])[C@H:15]([C:17]1[CH:22]=[CH:21][CH:20]=[CH:19][CH:18]=1)[OH:16].O[C@@H](C1C=CC=CC=1)C(O)=O. Product: [OH:16][C@@H:15]([C:17]1[CH:22]=[CH:21][CH:20]=[CH:19][CH:18]=1)[C:14]([O-:24])=[O:23].[CH2:1]([O:3][C:4]([C@@H:6]1[C@@H:7]2[CH2:13][C@@H:10]([CH2:9][CH2:8]2)[C@@H:11]1[NH3+:12])=[O:5])[CH3:2]. The catalyst class is: 13.